From a dataset of NCI-60 drug combinations with 297,098 pairs across 59 cell lines. Regression. Given two drug SMILES strings and cell line genomic features, predict the synergy score measuring deviation from expected non-interaction effect. (1) Drug 1: C1C(C(OC1N2C=NC3=C(N=C(N=C32)Cl)N)CO)O. Drug 2: CC1CCC2CC(C(=CC=CC=CC(CC(C(=O)C(C(C(=CC(C(=O)CC(OC(=O)C3CCCCN3C(=O)C(=O)C1(O2)O)C(C)CC4CCC(C(C4)OC)O)C)C)O)OC)C)C)C)OC. Cell line: MDA-MB-435. Synergy scores: CSS=13.8, Synergy_ZIP=-3.81, Synergy_Bliss=3.11, Synergy_Loewe=-5.00, Synergy_HSA=3.06. (2) Drug 1: C1=C(C(=O)NC(=O)N1)F. Drug 2: CC12CCC3C(C1CCC2OP(=O)(O)O)CCC4=C3C=CC(=C4)OC(=O)N(CCCl)CCCl.[Na+]. Cell line: HCC-2998. Synergy scores: CSS=38.3, Synergy_ZIP=-5.40, Synergy_Bliss=-10.9, Synergy_Loewe=-12.7, Synergy_HSA=-10.6. (3) Drug 1: COC1=CC(=CC(=C1O)OC)C2C3C(COC3=O)C(C4=CC5=C(C=C24)OCO5)OC6C(C(C7C(O6)COC(O7)C8=CC=CS8)O)O. Drug 2: CC1=C2C(C(=O)C3(C(CC4C(C3C(C(C2(C)C)(CC1OC(=O)C(C(C5=CC=CC=C5)NC(=O)OC(C)(C)C)O)O)OC(=O)C6=CC=CC=C6)(CO4)OC(=O)C)O)C)O. Cell line: K-562. Synergy scores: CSS=44.6, Synergy_ZIP=-2.64, Synergy_Bliss=-3.72, Synergy_Loewe=-6.20, Synergy_HSA=-2.34.